Dataset: Forward reaction prediction with 1.9M reactions from USPTO patents (1976-2016). Task: Predict the product of the given reaction. (1) Given the reactants C[O:2][C:3]1[CH:4]=[C:5]2[C:10](=[CH:11][C:12]=1OC)C(C)=NC(O)=C2.CCN([CH2:22][CH3:23])CC.[O:24](S(C(F)(F)F)(=O)=O)S(C(F)(F)F)(=O)=O, predict the reaction product. The product is: [CH3:12][CH2:3][O:2][C:22]([CH3:23])=[O:24].[CH3:5][CH2:4][CH2:3][CH2:12][CH2:11][CH3:10]. (2) The product is: [Cl:1][C:2]1[C:3]2[CH:18]=[C:17]([O:19][CH3:20])[C:16]([OH:21])=[CH:15][C:4]=2[S:5][C:6]=1[C:7]([N:9]1[CH2:10][CH2:11][O:12][CH2:13][CH2:14]1)=[O:8]. Given the reactants [Cl:1][C:2]1[C:3]2[CH:18]=[C:17]([O:19][CH3:20])[C:16]([O:21]C)=[CH:15][C:4]=2[S:5][C:6]=1[C:7]([N:9]1[CH2:14][CH2:13][O:12][CH2:11][CH2:10]1)=[O:8].[Cl-].[Al+3].[Cl-].[Cl-].Cl, predict the reaction product. (3) Given the reactants [F:1][C:2]1[C:7](B(O)O)=[CH:6][C:5]([O:11][CH2:12][CH2:13][O:14][CH3:15])=[CH:4][N:3]=1.Cl[C:17]1[N:22]=[C:21]([CH3:23])[N:20]=[C:19]([NH2:24])[N:18]=1.C([O-])(=O)C.[K+], predict the reaction product. The product is: [F:1][C:2]1[C:7]([C:17]2[N:22]=[C:21]([CH3:23])[N:20]=[C:19]([NH2:24])[N:18]=2)=[CH:6][C:5]([O:11][CH2:12][CH2:13][O:14][CH3:15])=[CH:4][N:3]=1. (4) Given the reactants [N:1]1[CH:6]=[CH:5][CH:4]=[C:3]([C:7](=O)[CH2:8][C:9](=O)[C:10]([F:13])([F:12])[F:11])[CH:2]=1.C(C1C=NC=CC=1)(=O)C.[NH2:25][C:26]1[C:30]([C:31]#[N:32])=[CH:29][NH:28][N:27]=1, predict the reaction product. The product is: [N:1]1[CH:6]=[CH:5][CH:4]=[C:3]([C:7]2[CH:8]=[C:9]([C:10]([F:13])([F:12])[F:11])[N:27]3[N:28]=[CH:29][C:30]([C:31]#[N:32])=[C:26]3[N:25]=2)[CH:2]=1. (5) The product is: [CH3:27][C:28]1[CH:29]=[CH:30][C:31]([CH2:38][CH2:39][CH3:40])=[C:32]([NH:34][C:35]([NH:37][C:41]([NH:24][CH2:23][CH2:22][CH2:21][C:17]2[CH:18]=[CH:19][CH:20]=[C:15]([C:12]3[N:13]=[CH:14][N:10]([C:7]4[CH:6]=[CH:5][C:4]([O:3][C:2]([F:1])([F:25])[F:26])=[CH:9][CH:8]=4)[N:11]=3)[CH:16]=2)=[O:43])=[S:36])[CH:33]=1. Given the reactants [F:1][C:2]([F:26])([F:25])[O:3][C:4]1[CH:9]=[CH:8][C:7]([N:10]2[CH:14]=[N:13][C:12]([C:15]3[CH:16]=[C:17]([CH2:21][CH2:22][CH2:23][NH2:24])[CH:18]=[CH:19][CH:20]=3)=[N:11]2)=[CH:6][CH:5]=1.[CH3:27][C:28]1[CH:29]=[CH:30][C:31]([CH2:38][CH2:39][CH3:40])=[C:32]([NH:34][C:35]([NH2:37])=[S:36])[CH:33]=1.[C:41]([O-])(=[O:43])C.[Na+], predict the reaction product. (6) The product is: [C:1]([O:5][C:6]([N:8]1[CH2:13][CH2:12][CH2:11][C@H:10]([NH:14][CH2:36][C:24]2[CH:25]=[C:26]3[C:30](=[CH:31][C:23]=2[O:22][CH3:21])[CH2:29][O:28][CH:27]3[C:32]([F:35])([F:33])[F:34])[C@@H:9]1[C:15]1[CH:20]=[CH:19][CH:18]=[CH:17][CH:16]=1)=[O:7])([CH3:4])([CH3:2])[CH3:3]. Given the reactants [C:1]([O:5][C:6]([N:8]1[CH2:13][CH2:12][CH2:11][C@H:10]([NH2:14])[C@@H:9]1[C:15]1[CH:20]=[CH:19][CH:18]=[CH:17][CH:16]=1)=[O:7])([CH3:4])([CH3:3])[CH3:2].[CH3:21][O:22][C:23]1[CH:31]=[C:30]2[C:26]([CH:27]([C:32]([F:35])([F:34])[F:33])[O:28][CH2:29]2)=[CH:25][C:24]=1[CH:36]=O.C(O[BH-](OC(=O)C)OC(=O)C)(=O)C.[Na+].C(=O)(O)[O-].[Na+], predict the reaction product. (7) Given the reactants Br[C:2]1[S:6][C:5]([CH:7]=[O:8])=[CH:4][CH:3]=1.[CH3:9][O:10][C:11]([C:13]1[CH:18]=[CH:17][C:16](B(O)O)=[CH:15][CH:14]=1)=[O:12].[F-].[K+].C(P(C(C)(C)C)C(C)(C)C)(C)(C)C.CCCCCC, predict the reaction product. The product is: [CH3:9][O:10][C:11](=[O:12])[C:13]1[CH:18]=[CH:17][C:16]([C:2]2[S:6][C:5]([CH:7]=[O:8])=[CH:4][CH:3]=2)=[CH:15][CH:14]=1. (8) Given the reactants [NH2:1][C:2]1[C:11]([F:12])=[C:10](F)[C:9]([O:14][CH3:15])=[C:8]2[C:3]=1[C:4](=[O:28])[C:5]([C:25]([OH:27])=[O:26])=[C:6]([C:19]1[CH:24]=[CH:23][CH:22]=[CH:21][CH:20]=1)[N:7]2[CH:16]1[CH2:18][CH2:17]1.[N:29]1[CH:34]=[CH:33][CH:32]=[CH:31][C:30]=1[NH:35][CH2:36][CH2:37][NH2:38].C(N(CC)CC)C.[NH4+].[Cl-], predict the reaction product. The product is: [NH2:1][C:2]1[C:11]([F:12])=[C:10]([NH:38][CH2:37][CH2:36][NH:35][C:30]2[CH:31]=[CH:32][CH:33]=[CH:34][N:29]=2)[C:9]([O:14][CH3:15])=[C:8]2[C:3]=1[C:4](=[O:28])[C:5]([C:25]([OH:27])=[O:26])=[C:6]([C:19]1[CH:20]=[CH:21][CH:22]=[CH:23][CH:24]=1)[N:7]2[CH:16]1[CH2:18][CH2:17]1. (9) Given the reactants [Cl:1][C:2]1[C:11]([N+:12]([O-:14])=[O:13])=[C:10](Cl)[C:9]2[C:4](=[CH:5][CH:6]=[CH:7][CH:8]=2)[N:3]=1.C(N(CC)CC)C.[NH2:23][CH2:24][C:25]([CH3:28])([OH:27])[CH3:26], predict the reaction product. The product is: [Cl:1][C:2]1[C:11]([N+:12]([O-:14])=[O:13])=[C:10]([NH:23][CH2:24][C:25]([CH3:28])([OH:27])[CH3:26])[C:9]2[C:4](=[CH:5][CH:6]=[CH:7][CH:8]=2)[N:3]=1. (10) Given the reactants C(=O)(O)O.[NH2:5][NH:6][C:7]([NH2:9])=[NH:8].Cl[C:11](=[O:17])[C:12]([O:14][CH2:15][CH3:16])=[O:13], predict the reaction product. The product is: [CH2:15]([O:14][C:12](=[O:13])[C:11]([NH:5][NH:6][C:7](=[NH:9])[NH2:8])=[O:17])[CH3:16].